This data is from Forward reaction prediction with 1.9M reactions from USPTO patents (1976-2016). The task is: Predict the product of the given reaction. (1) Given the reactants [CH3:1][C:2]1[C:3]2[CH:4]=[C:5]([OH:35])[CH:6]=[CH:7][C:8]=2[N:9]([CH2:18][C:19]2[CH:20]=[CH:21][C:22]([O:25][CH2:26][CH2:27][N:28]3[CH2:34][CH2:33][CH2:32][CH2:31][CH2:30][CH2:29]3)=[CH:23][CH:24]=2)[C:10]=1[C:11]1[CH:12]=[CH:13][C:14]([OH:17])=[CH:15][CH:16]=1.[CH:36]([OH:39])([CH3:38])C, predict the reaction product. The product is: [CH3:1][C:2]1[C:3]2[CH:4]=[C:5]([OH:35])[CH:6]=[CH:7][C:8]=2[N:9]([CH2:18][C:19]2[CH:24]=[CH:23][C:22]([O:25][CH2:26][CH2:27][N:28]3[CH2:29][CH2:30][CH2:31][CH2:32][CH2:33][CH2:34]3)=[CH:21][CH:20]=2)[C:10]=1[C:11]1[CH:12]=[CH:13][C:14]([OH:17])=[CH:15][CH:16]=1.[CH3:38][C:36]([OH:39])=[O:17]. (2) Given the reactants [H-].[H-].[H-].[H-].[Li+].[Al+3].C[O:8][C:9](=O)[C:10]1[C:15]([O:16][CH3:17])=[CH:14][C:13]([C:18]2[C:23]([CH2:24][CH3:25])=[CH:22][CH:21]=[CH:20][C:19]=2[CH2:26][CH3:27])=[N:12][C:11]=1[C:28]([F:31])([F:30])[F:29], predict the reaction product. The product is: [CH2:24]([C:23]1[CH:22]=[CH:21][CH:20]=[C:19]([CH2:26][CH3:27])[C:18]=1[C:13]1[N:12]=[C:11]([C:28]([F:31])([F:29])[F:30])[C:10]([CH2:9][OH:8])=[C:15]([O:16][CH3:17])[CH:14]=1)[CH3:25]. (3) Given the reactants [N:1]1([CH2:7][CH2:8][NH2:9])[CH2:6][CH2:5][O:4][CH2:3][CH2:2]1.Cl[C:11]1[N:12]=[N+:13]([O-:24])[C:14]2[CH:23]=[C:22]3[C:18]([CH2:19][CH2:20][CH2:21]3)=[CH:17][C:15]=2[N:16]=1, predict the reaction product. The product is: [N:1]1([CH2:7][CH2:8][NH:9][C:11]2[N:12]=[N+:13]([O-:24])[C:14]3[CH:23]=[C:22]4[C:18]([CH2:19][CH2:20][CH2:21]4)=[CH:17][C:15]=3[N:16]=2)[CH2:6][CH2:5][O:4][CH2:3][CH2:2]1. (4) The product is: [NH:25]1[CH:24]=[C:23]([C:20]2[CH:21]=[CH:22][C:17]([CH:16]([O:53][CH3:54])[C:15]([C:13]3[O:14][C:10]([C:5]4[CH:4]=[C:3]([O:56][CH3:57])[C:2]([Br:1])=[C:7]([O:8][CH3:9])[CH:6]=4)=[CH:11][CH:12]=3)=[O:55])=[CH:18][CH:19]=2)[CH:27]=[N:26]1. Given the reactants [Br:1][C:2]1[C:7]([O:8][CH3:9])=[CH:6][C:5]([C:10]2[O:14][C:13]([C:15](=[O:55])[CH:16]([O:53][CH3:54])[C:17]3[CH:22]=[CH:21][C:20]([C:23]4[CH:24]=[N:25][N:26](C(C5C=CC(OC)=CC=5)(C5C=CC(OC)=CC=5)C5C=CC(OC)=CC=5)[CH:27]=4)=[CH:19][CH:18]=3)=[CH:12][CH:11]=2)=[CH:4][C:3]=1[O:56][CH3:57].C1(C)C=CC(S([O-])(=O)=O)=CC=1.[NH+]1C=CC=CC=1.C([O-])(O)=O.[Na+], predict the reaction product. (5) Given the reactants Cl[C:2]1[C:11]([C:12]([OH:14])=[O:13])=[CH:10][C:9]2[C:4](=[CH:5][CH:6]=[C:7]([Cl:15])[CH:8]=2)[N:3]=1.[CH:16]1[C:25]2[C:20](=[CH:21][CH:22]=[CH:23][CH:24]=2)[CH:19]=[CH:18][C:17]=1[NH:26][C:27](=[O:31])[CH:28]([CH3:30])[NH2:29].C(N(CC)CC)C, predict the reaction product. The product is: [Cl:15][C:7]1[CH:8]=[C:9]2[C:4](=[CH:5][CH:6]=1)[N:3]=[C:2]([NH:29][CH:28]([C:27](=[O:31])[NH:26][C:17]1[CH:18]=[CH:19][C:20]3[C:25](=[CH:24][CH:23]=[CH:22][CH:21]=3)[CH:16]=1)[CH3:30])[C:11]([C:12]([OH:14])=[O:13])=[CH:10]2. (6) Given the reactants [OH:1][C:2]1[CH:7]=[CH:6][C:5]([S:8][C:9]2[CH:14]=[CH:13][C:12]([OH:15])=[CH:11][C:10]=2[N+:16]([O-])=O)=[CH:4][CH:3]=1.[Cl-].[NH4+], predict the reaction product. The product is: [NH2:16][C:10]1[CH:11]=[C:12]([OH:15])[CH:13]=[CH:14][C:9]=1[S:8][C:5]1[CH:6]=[CH:7][C:2]([OH:1])=[CH:3][CH:4]=1. (7) Given the reactants [C:1](=[S:3])=S.[NH2:4][C:5]1[CH:6]=[C:7](C=C(N)[CH:13]=1)[C:8]([OH:10])=[O:9].C([N:17]([CH2:20]C)[CH2:18][CH3:19])C.II.Cl.[S:25]([O-])([O-])=O.[Na+].[Na+].C(=O)([O-])O.[Na+], predict the reaction product. The product is: [N:17]([C:18]1[CH:19]=[C:7]([CH:6]=[C:5]([N:4]=[C:1]=[S:3])[CH:13]=1)[C:8]([OH:10])=[O:9])=[C:20]=[S:25].